This data is from Catalyst prediction with 721,799 reactions and 888 catalyst types from USPTO. The task is: Predict which catalyst facilitates the given reaction. (1) Reactant: [CH3:1][C:2]([N:8]1[CH2:13][CH2:12][CH:11]([NH:14][CH2:15][C:16]2[CH:21]=[CH:20][C:19]([C:22]3[CH:27]=[CH:26][C:25]([O:28][C:29]([F:32])([F:31])[F:30])=[CH:24][CH:23]=3)=[CH:18][CH:17]=2)[CH2:10][CH2:9]1)([CH3:7])[C:3]([O:5][CH3:6])=[O:4].[F:33][C:34]1[C:39]([F:40])=[CH:38][CH:37]=[CH:36][C:35]=1[CH2:41][CH2:42][C:43]1[N:48]([CH2:49][C:50](O)=[O:51])[C:47]2[N:53]=[CH:54][CH:55]=[CH:56][C:46]=2[C:45](=[O:57])[N:44]=1.CCN(C(C)C)C(C)C.CN(C(ON1N=NC2C=CC=NC1=2)=[N+](C)C)C.F[P-](F)(F)(F)(F)F. Product: [F:33][C:34]1[C:39]([F:40])=[CH:38][CH:37]=[CH:36][C:35]=1[CH2:41][CH2:42][C:43]1[N:48]([CH2:49][C:50]([N:14]([CH2:15][C:16]2[CH:21]=[CH:20][C:19]([C:22]3[CH:23]=[CH:24][C:25]([O:28][C:29]([F:31])([F:32])[F:30])=[CH:26][CH:27]=3)=[CH:18][CH:17]=2)[CH:11]2[CH2:12][CH2:13][N:8]([C:2]([CH3:1])([CH3:7])[C:3]([O:5][CH3:6])=[O:4])[CH2:9][CH2:10]2)=[O:51])[C:47]2[N:53]=[CH:54][CH:55]=[CH:56][C:46]=2[C:45](=[O:57])[N:44]=1. The catalyst class is: 3. (2) Reactant: [CH3:1][C:2]1([CH3:19])[O:7][CH2:6][C:5]([C:12]2[CH:17]=[CH:16][C:15]([CH3:18])=[CH:14][N:13]=2)([C:8]([O:10]C)=[O:9])[CH2:4][O:3]1.C1COCC1.[OH-].[Na+:26]. Product: [CH3:1][C:2]1([CH3:19])[O:7][CH2:6][C:5]([C:12]2[CH:17]=[CH:16][C:15]([CH3:18])=[CH:14][N:13]=2)([C:8]([O-:10])=[O:9])[CH2:4][O:3]1.[Na+:26]. The catalyst class is: 5. (3) Reactant: [Cl:1][C:2]1[CH:3]=[C:4]([C:8]2[C:17]3[C:12](=[CH:13][CH:14]=[C:15]([C:18]([C:26]4[S:27][C:28]([Cl:31])=[CH:29][CH:30]=4)([C:20]4[N:21]([CH3:25])[CH:22]=[N:23][CH:24]=4)[OH:19])[CH:16]=3)[N:11]=[C:10]([O:32]C)[CH:9]=2)[CH:5]=[CH:6][CH:7]=1.Cl. Product: [Cl:1][C:2]1[CH:3]=[C:4]([C:8]2[C:17]3[C:12](=[CH:13][CH:14]=[C:15]([C:18]([C:26]4[S:27][C:28]([Cl:31])=[CH:29][CH:30]=4)([OH:19])[C:20]4[N:21]([CH3:25])[CH:22]=[N:23][CH:24]=4)[CH:16]=3)[NH:11][C:10](=[O:32])[CH:9]=2)[CH:5]=[CH:6][CH:7]=1. The catalyst class is: 1. (4) Reactant: [ClH:1].Cl.[N:3]1[NH:4][N:5]=[N:6][C:7]=1[C:8]1[CH:9]=[C:10]([NH2:15])[C:11]([NH2:14])=[CH:12][CH:13]=1.[SH:16][CH2:17][C:18](O)=O. Product: [ClH:1].[N:6]1[NH:5][N:4]=[N:3][C:7]=1[C:8]1[CH:13]=[CH:12][C:11]2[NH:14][C:18]([CH2:17][SH:16])=[N:15][C:10]=2[CH:9]=1. The catalyst class is: 33. (5) Reactant: [S:1]1[CH:5]=[CH:4][CH:3]=[C:2]1[S:6]([NH:9][C:10]1[CH:11]=[CH:12][CH:13]=[C:14]2[C:18]=1[NH:17][C:16]([C:19](=[S:21])[NH2:20])=[CH:15]2)(=[O:8])=[O:7].Br[CH2:23][C:24](=O)[C:25]([O:27][CH2:28][CH3:29])=[O:26].C(O)C.CN(C)C(=O)C. Product: [S:1]1[CH:5]=[CH:4][CH:3]=[C:2]1[S:6]([NH:9][C:10]1[CH:11]=[CH:12][CH:13]=[C:14]2[C:18]=1[NH:17][C:16]([C:19]1[S:21][CH:23]=[C:24]([C:25]([O:27][CH2:28][CH3:29])=[O:26])[N:20]=1)=[CH:15]2)(=[O:7])=[O:8]. The catalyst class is: 6. (6) Reactant: [OH-].[K+].C[O:4][C:5](=[O:70])/[CH:6]=[CH:7]\[CH:8]=[CH:9]\[C@H:10]([CH3:69])[C@@H:11]([O:61][Si:62]([C:65]([CH3:68])([CH3:67])[CH3:66])([CH3:64])[CH3:63])[CH2:12][C@H:13]([O:53][Si:54]([C:57]([CH3:60])([CH3:59])[CH3:58])([CH3:56])[CH3:55])/[CH:14]=[CH:15]\[C@H:16]([CH3:52])[C@H:17]([O:44][Si:45]([C:48]([CH3:51])([CH3:50])[CH3:49])([CH3:47])[CH3:46])[C@H:18]([CH3:43])[CH2:19][C@@H:20]([CH3:42])[CH2:21][CH2:22][C@@H:23]([O:34][Si:35]([C:38]([CH3:41])([CH3:40])[CH3:39])([CH3:37])[CH3:36])[C@H:24]([CH3:33])[C@@H:25]([OH:32])[C@@H:26]([CH3:31])/[CH:27]=[CH:28]\[CH:29]=[CH2:30]. Product: [Si:62]([O:61][C@@H:11]([CH2:12][C@H:13]([O:53][Si:54]([C:57]([CH3:60])([CH3:59])[CH3:58])([CH3:55])[CH3:56])/[CH:14]=[CH:15]\[C@H:16]([CH3:52])[C@H:17]([O:44][Si:45]([C:48]([CH3:51])([CH3:50])[CH3:49])([CH3:46])[CH3:47])[C@H:18]([CH3:43])[CH2:19][C@@H:20]([CH3:42])[CH2:21][CH2:22][C@@H:23]([O:34][Si:35]([C:38]([CH3:39])([CH3:40])[CH3:41])([CH3:37])[CH3:36])[C@H:24]([CH3:33])[C@@H:25]([OH:32])[C@@H:26]([CH3:31])/[CH:27]=[CH:28]\[CH:29]=[CH2:30])[C@@H:10]([CH3:69])/[CH:9]=[CH:8]/[CH:7]=[CH:6]\[C:5]([OH:70])=[O:4])([C:65]([CH3:66])([CH3:67])[CH3:68])([CH3:64])[CH3:63]. The catalyst class is: 301. (7) Reactant: [C:1]1(B(O)O)[C:10]2[C:5](=[CH:6][CH:7]=[CH:8][CH:9]=2)[CH:4]=[CH:3][CH:2]=1.Cl[C:15]1[CH:22]=[C:21]([N+:23]([O-:25])=[O:24])[CH:20]=[CH:19][C:16]=1[C:17]#[N:18].C([O-])([O-])=O.[Na+].[Na+]. Product: [C:1]1([C:15]2[CH:22]=[C:21]([N+:23]([O-:25])=[O:24])[CH:20]=[CH:19][C:16]=2[C:17]#[N:18])[C:10]2[C:5](=[CH:6][CH:7]=[CH:8][CH:9]=2)[CH:4]=[CH:3][CH:2]=1. The catalyst class is: 857. (8) Reactant: [NH:1]1[C:9]2[CH2:8][CH2:7][CH2:6][C:5](=O)[C:4]=2[CH:3]=[CH:2]1.[Cl-].[OH:12][NH3+:13]. Product: [NH:1]1[C:9]2[CH2:8][CH2:7][CH2:6][C:5](=[N:13][OH:12])[C:4]=2[CH:3]=[CH:2]1. The catalyst class is: 17. (9) Product: [CH3:15][O:14][C:12](=[O:13])[CH2:11][CH2:10][CH2:9][CH2:8][CH2:7][CH2:6][C:5]1[O:4][CH:3]=[C:2]([C:17]2[CH:22]=[CH:21][CH:20]=[CH:19][CH:18]=2)[N:26]=1. The catalyst class is: 250. Reactant: O=[C:2]([C:17]1[CH:22]=[CH:21][CH:20]=[CH:19][CH:18]=1)[CH2:3][O:4][C:5](=O)[CH2:6][CH2:7][CH2:8][CH2:9][CH2:10][CH2:11][C:12]([O:14][CH3:15])=[O:13].C([NH2:26])(=O)C.B(F)(F)F.CCOCC.